Task: Predict the product of the given reaction.. Dataset: Forward reaction prediction with 1.9M reactions from USPTO patents (1976-2016) (1) Given the reactants [NH2:1][C:2]1[C:10]([Br:11])=[CH:9][C:8]([O:12][C:13]([F:16])([F:15])[F:14])=[CH:7][C:3]=1[C:4]([OH:6])=O.[Cl:17][C:18]1[CH:19]=[CH:20][C:21]([S:26][CH2:27][CH3:28])=[C:22]([CH:25]=1)[CH2:23][NH2:24].Cl.ClC1C=CC(S(CC)(=O)=O)=C(C=1)CN, predict the reaction product. The product is: [NH2:1][C:2]1[C:10]([Br:11])=[CH:9][C:8]([O:12][C:13]([F:16])([F:15])[F:14])=[CH:7][C:3]=1[C:4]([NH:24][CH2:23][C:22]1[CH:25]=[C:18]([Cl:17])[CH:19]=[CH:20][C:21]=1[S:26][CH2:27][CH3:28])=[O:6]. (2) Given the reactants [NH2:1][C:2]1[N:7]=[C:6]([CH3:8])[C:5]([CH2:9][C:10]2[CH:15]=[CH:14][C:13]([CH2:16][C:17]#N)=[CH:12][CH:11]=2)=[C:4]([NH:19][CH2:20][CH2:21][CH2:22][CH2:23][CH3:24])[N:3]=1.[OH-:25].[K+].C[OH:28], predict the reaction product. The product is: [NH2:1][C:2]1[N:7]=[C:6]([CH3:8])[C:5]([CH2:9][C:10]2[CH:15]=[CH:14][C:13]([CH2:16][C:17]([OH:28])=[O:25])=[CH:12][CH:11]=2)=[C:4]([NH:19][CH2:20][CH2:21][CH2:22][CH2:23][CH3:24])[N:3]=1. (3) Given the reactants [Br:1][C:2]1[C:7]([CH3:8])=[CH:6][C:5]([OH:9])=[CH:4][C:3]=1[CH3:10].C([O-])([O-])=O.[Cs+].[Cs+].CC1C=CC(S(O[CH:28]2[CH2:32][CH2:31][C:30]([OH:34])([CH3:33])[CH2:29]2)(=O)=O)=CC=1, predict the reaction product. The product is: [Br:1][C:2]1[C:7]([CH3:8])=[CH:6][C:5]([O:9][CH:28]2[CH2:32][CH2:31][C:30]([CH3:33])([OH:34])[CH2:29]2)=[CH:4][C:3]=1[CH3:10]. (4) Given the reactants [CH3:1][N:2]1[CH2:7][CH2:6][NH:5][CH2:4][CH2:3]1.C(O[C:13]([N:15]1[CH2:20][CH2:19][CH:18]([C:21]2[C:30]3[C:25](=[CH:26][C:27](F)=[CH:28][CH:29]=3)[N:24]=[CH:23][N:22]=2)[CH2:17][CH2:16]1)=[O:14])(C)(C)C.Cl.[N+](C1C=CC(OC(=O)[NH:44][C:45]2[CH:50]=[CH:49][C:48]([N:51]3[CH2:56][CH2:55][O:54][CH2:53][CH2:52]3)=[CH:47][CH:46]=2)=CC=1)([O-])=O, predict the reaction product. The product is: [N:51]1([C:48]2[CH:47]=[CH:46][C:45]([NH:44][C:13]([N:15]3[CH2:16][CH2:17][CH:18]([C:21]4[C:30]5[C:25](=[CH:26][C:27]([N:5]6[CH2:6][CH2:7][N:2]([CH3:1])[CH2:3][CH2:4]6)=[CH:28][CH:29]=5)[N:24]=[CH:23][N:22]=4)[CH2:19][CH2:20]3)=[O:14])=[CH:50][CH:49]=2)[CH2:52][CH2:53][O:54][CH2:55][CH2:56]1. (5) Given the reactants CCN(S(F)(F)[F:7])CC.O[CH:11]1[CH2:16][CH:15]2[CH2:17][CH:12]1[CH:13]([C:28]([O:30][CH2:31][CH3:32])=[O:29])[N:14]2[C:18]([O:20][CH2:21][C:22]1[CH:27]=[CH:26][CH:25]=[CH:24][CH:23]=1)=[O:19].OC1C2CC(C(C(OCC)=O)N2C(OCC2C=CC=CC=2)=O)C1, predict the reaction product. The product is: [F:7][CH:16]1[CH:15]2[CH2:17][CH:12]([CH:13]([C:28]([O:30][CH2:31][CH3:32])=[O:29])[N:14]2[C:18]([O:20][CH2:21][C:22]2[CH:27]=[CH:26][CH:25]=[CH:24][CH:23]=2)=[O:19])[CH2:11]1. (6) Given the reactants [N:1]1[C:10]2[C:5](=[CH:6][CH:7]=[CH:8][C:9]=2[NH2:11])[CH:4]=[CH:3][CH:2]=1.C(N(CC)CC)C.[Br:19][C:20]1[CH:28]=[CH:27][C:23]([C:24](Cl)=[O:25])=[CH:22][CH:21]=1, predict the reaction product. The product is: [Br:19][C:20]1[CH:28]=[CH:27][C:23]([C:24]([NH:11][C:9]2[CH:8]=[CH:7][CH:6]=[C:5]3[C:10]=2[N:1]=[CH:2][CH:3]=[CH:4]3)=[O:25])=[CH:22][CH:21]=1. (7) Given the reactants [CH3:1][O:2][C:3](=[O:34])[N:4]=[C:5]([S:32][CH3:33])[C:6]([C:20]1[CH:25]=[C:24]([O:26][CH3:27])[C:23]([O:28][CH3:29])=[C:22]([CH2:30]O)[CH:21]=1)=[N:7][C:8]1[CH:13]=[CH:12][C:11]([C:14]2[N:18]=[C:17]([CH3:19])[O:16][N:15]=2)=[CH:10][CH:9]=1.C1(P(C2C=CC=CC=2)C2C=CC=CC=2)C=CC=CC=1.CC(C)(O)[C:56]#[N:57].N(C(OC(C)C)=O)=NC(OC(C)C)=O.CC(OC(/N=N/C(OC(C)C)=O)=O)C, predict the reaction product. The product is: [CH3:1][O:2][C:3](=[O:34])[N:4]=[C:5]([S:32][CH3:33])[C:6]([C:20]1[CH:25]=[C:24]([O:26][CH3:27])[C:23]([O:28][CH3:29])=[C:22]([CH2:30][C:56]#[N:57])[CH:21]=1)=[N:7][C:8]1[CH:9]=[CH:10][C:11]([C:14]2[N:18]=[C:17]([CH3:19])[O:16][N:15]=2)=[CH:12][CH:13]=1.